Dataset: Full USPTO retrosynthesis dataset with 1.9M reactions from patents (1976-2016). Task: Predict the reactants needed to synthesize the given product. Given the product [Cl:1][C:2]1[CH:3]=[CH:4][C:5]([S:9][CH3:10])=[C:6]([N:8]2[CH2:13][CH2:17][CH2:16][CH2:15]2)[CH:7]=1, predict the reactants needed to synthesize it. The reactants are: [Cl:1][C:2]1[CH:3]=[CH:4][C:5]([S:9][CH3:10])=[C:6]([NH2:8])[CH:7]=1.CO[CH:13]1[CH2:17][CH2:16][CH:15](OC)O1.OS(O)(=O)=O.[BH4-].[Na+].[OH-].[Na+].